From a dataset of Forward reaction prediction with 1.9M reactions from USPTO patents (1976-2016). Predict the product of the given reaction. Given the reactants [CH2:1]1[CH2:10][O:9][C:8]2[CH:7]=[CH:6][C:5]([NH:11][C:12]3[C:17]([F:18])=[CH:16][N:15]=[C:14]([NH:19][C:20]4[CH:25]=[CH:24]C=[C:22](O)[CH:21]=4)[N:13]=3)=[CH:4][C:3]=2[O:2]1.ClC1N=C(NC2C=CC3OCCOC=3C=2)C(F)=CN=1.CC1C(N)=C(C)[O:49][N:48]=1, predict the reaction product. The product is: [CH2:1]1[CH2:10][O:9][C:8]2[CH:7]=[CH:6][C:5]([NH:11][C:12]3[C:17]([F:18])=[CH:16][N:15]=[C:14]([NH:19][C:20]4[C:21]([CH3:22])=[N:48][O:49][C:25]=4[CH3:24])[N:13]=3)=[CH:4][C:3]=2[O:2]1.